From a dataset of NCI-60 drug combinations with 297,098 pairs across 59 cell lines. Regression. Given two drug SMILES strings and cell line genomic features, predict the synergy score measuring deviation from expected non-interaction effect. Drug 1: C1=CC(=CC=C1C#N)C(C2=CC=C(C=C2)C#N)N3C=NC=N3. Drug 2: C1CC(C1)(C(=O)O)C(=O)O.[NH2-].[NH2-].[Pt+2]. Cell line: HOP-92. Synergy scores: CSS=17.5, Synergy_ZIP=-0.327, Synergy_Bliss=0.188, Synergy_Loewe=2.14, Synergy_HSA=1.96.